This data is from Peptide-MHC class II binding affinity with 134,281 pairs from IEDB. The task is: Regression. Given a peptide amino acid sequence and an MHC pseudo amino acid sequence, predict their binding affinity value. This is MHC class II binding data. (1) The peptide sequence is ARNVRFLPTAAAAQG. The MHC is HLA-DQA10101-DQB10501 with pseudo-sequence HLA-DQA10101-DQB10501. The binding affinity (normalized) is 0. (2) The peptide sequence is VIPAGELQVIEKVDAAFKVA. The MHC is HLA-DPA10103-DPB10301 with pseudo-sequence HLA-DPA10103-DPB10301. The binding affinity (normalized) is 0.151. (3) The peptide sequence is APTGMFVAGAKYMVI. The MHC is DRB1_1302 with pseudo-sequence DRB1_1302. The binding affinity (normalized) is 0.326. (4) The peptide sequence is NTSYRLISCNTSVI. The MHC is DRB1_0701 with pseudo-sequence DRB1_0701. The binding affinity (normalized) is 0.427. (5) The peptide sequence is LVQDDVIPANWKPDT. The MHC is HLA-DQA10401-DQB10402 with pseudo-sequence HLA-DQA10401-DQB10402. The binding affinity (normalized) is 0.134. (6) The peptide sequence is TIKQKKPDFILATDI. The MHC is DRB1_0404 with pseudo-sequence DRB1_0404. The binding affinity (normalized) is 0.441. (7) The peptide sequence is GIDIFASKNFHLQKN. The MHC is DRB1_1501 with pseudo-sequence DRB1_1501. The binding affinity (normalized) is 0.796.